This data is from Full USPTO retrosynthesis dataset with 1.9M reactions from patents (1976-2016). The task is: Predict the reactants needed to synthesize the given product. (1) Given the product [F:1][C:2]1[CH:21]=[CH:20][C:19]([C:22]([F:23])([F:24])[F:25])=[CH:18][C:3]=1[O:4][C:5]1[C:14]2[C:9](=[C:10]([NH2:15])[CH:11]=[CH:12][CH:13]=2)[N:8]=[CH:7][CH:6]=1, predict the reactants needed to synthesize it. The reactants are: [F:1][C:2]1[CH:21]=[CH:20][C:19]([C:22]([F:25])([F:24])[F:23])=[CH:18][C:3]=1[O:4][C:5]1[C:14]2[C:9](=[C:10]([N+:15]([O-])=O)[CH:11]=[CH:12][CH:13]=2)[N:8]=[CH:7][CH:6]=1.[NH4+].[Cl-]. (2) Given the product [F:12][C:13]1[CH:18]=[CH:17][CH:16]=[CH:15][C:14]=1[CH2:19][C:4]([C:5]1[CH:6]=[CH:7][N:8]=[CH:9][CH:10]=1)=[O:11].[F:12][C:13]1[CH:18]=[CH:17][CH:16]=[CH:15][C:14]=1[CH2:19][CH:20]([NH2:21])[C:5]1[CH:10]=[CH:9][N:8]=[CH:7][CH:6]=1, predict the reactants needed to synthesize it. The reactants are: C(O[C:4](=[O:11])[C:5]1[CH:10]=[CH:9][N:8]=[CH:7][CH:6]=1)C.[F:12][C:13]1[CH:18]=[CH:17][CH:16]=[CH:15][C:14]=1[CH2:19][C:20]#[N:21]. (3) The reactants are: [CH2:1]([N:3]1[C:15]2[C:14]3[N:13]=[CH:12][CH:11]=[CH:10][C:9]=3[CH2:8][CH2:7][C:6]=2[C:5]([C:16]([OH:18])=O)=[N:4]1)[CH3:2].C(Cl)(=O)C(Cl)=O.N1C=CC=CC=1.[CH3:31][C:32]1[N:37]=[C:36]([NH2:38])[CH:35]=[CH:34][CH:33]=1. Given the product [CH2:1]([N:3]1[C:15]2[C:14]3[N:13]=[CH:12][CH:11]=[CH:10][C:9]=3[CH2:8][CH2:7][C:6]=2[C:5]([C:16]([NH:38][C:36]2[CH:35]=[CH:34][CH:33]=[C:32]([CH3:31])[N:37]=2)=[O:18])=[N:4]1)[CH3:2], predict the reactants needed to synthesize it. (4) Given the product [Cl:1][C:2]1[CH:7]=[CH:6][C:5]([C:8]2[N:12]([CH2:13][C@H:14]([OH:19])[C:15]([F:16])([F:17])[F:18])[C:11](=[O:20])[N:10]([CH2:21][C:22]([NH:24][C@@:25]([C:37]3[NH:55][N:54]=[N:53][N:38]=3)([C:27]3[CH:32]=[CH:31][CH:30]=[C:29]([C:33]([F:34])([F:35])[F:36])[CH:28]=3)[CH3:26])=[O:23])[N:9]=2)=[CH:4][CH:3]=1, predict the reactants needed to synthesize it. The reactants are: [Cl:1][C:2]1[CH:7]=[CH:6][C:5]([C:8]2[N:12]([CH2:13][C@H:14]([OH:19])[C:15]([F:18])([F:17])[F:16])[C:11](=[O:20])[N:10]([CH2:21][C:22]([NH:24][C@@:25]([C:37]#[N:38])([C:27]3[CH:32]=[CH:31][CH:30]=[C:29]([C:33]([F:36])([F:35])[F:34])[CH:28]=3)[CH3:26])=[O:23])[N:9]=2)=[CH:4][CH:3]=1.C([Sn](=O)CCCC)CCC.C[Si]([N:53]=[N+:54]=[N-:55])(C)C.CO. (5) Given the product [Br:1][C:2]1[CH:7]=[CH:6][N:5]2[C:8]([C:11]([NH:18][C:19]3[CH:20]=[C:21]([CH:26]=[CH:27][C:28]=3[F:29])[C:22]([O:24][CH3:25])=[O:23])=[O:13])=[CH:9][N:10]=[C:4]2[CH:3]=1, predict the reactants needed to synthesize it. The reactants are: [Br:1][C:2]1[CH:7]=[CH:6][N:5]2[C:8]([C:11]([OH:13])=O)=[CH:9][N:10]=[C:4]2[CH:3]=1.S(Cl)(Cl)=O.[NH2:18][C:19]1[CH:20]=[C:21]([CH:26]=[CH:27][C:28]=1[F:29])[C:22]([O:24][CH3:25])=[O:23].N1C=CC=CC=1. (6) Given the product [Cl:6][C:7]1[C:8]([C:31]2[CH:32]=[N:33][N:34]3[CH:39]=[CH:38][CH:37]=[CH:36][C:35]=23)=[N:9][C:10]([NH:13][C:14]2[C:19]([O:20][CH3:21])=[CH:18][C:17]([N:22]3[CH2:26][CH2:25][C@H:24]([N:27]([CH3:29])[CH3:28])[CH2:23]3)=[C:16]([NH:30][C:1](=[O:4])[CH:2]=[CH2:3])[CH:15]=2)=[N:11][CH:12]=1, predict the reactants needed to synthesize it. The reactants are: [C:1](Cl)(=[O:4])[CH:2]=[CH2:3].[Cl:6][C:7]1[C:8]([C:31]2[CH:32]=[N:33][N:34]3[CH:39]=[CH:38][CH:37]=[CH:36][C:35]=23)=[N:9][C:10]([NH:13][C:14]2[C:19]([O:20][CH3:21])=[CH:18][C:17]([N:22]3[CH2:26][CH2:25][C@H:24]([N:27]([CH3:29])[CH3:28])[CH2:23]3)=[C:16]([NH2:30])[CH:15]=2)=[N:11][CH:12]=1.CCN(C(C)C)C(C)C. (7) Given the product [CH2:9]([NH:16][C:17]([C:19]1[S:23][C:22]([N:24]2[CH:29]=[CH:28][C:27]([O:30][CH2:2][CH:3]3[CH2:8][CH2:7][CH2:6][CH2:5][O:4]3)=[CH:26][C:25]2=[O:31])=[N:21][C:20]=1[CH3:32])=[O:18])[C:10]1[CH:15]=[CH:14][CH:13]=[CH:12][CH:11]=1, predict the reactants needed to synthesize it. The reactants are: Br[CH2:2][CH:3]1[CH2:8][CH2:7][CH2:6][CH2:5][O:4]1.[CH2:9]([NH:16][C:17]([C:19]1[S:23][C:22]([N:24]2[CH:29]=[CH:28][C:27]([OH:30])=[CH:26][C:25]2=[O:31])=[N:21][C:20]=1[CH3:32])=[O:18])[C:10]1[CH:15]=[CH:14][CH:13]=[CH:12][CH:11]=1.